Dataset: Catalyst prediction with 721,799 reactions and 888 catalyst types from USPTO. Task: Predict which catalyst facilitates the given reaction. Reactant: [CH2:1]([O:3][C:4](=[O:28])[CH:5]([C:16]1[S:20][CH:19]=[CH:18][C:17]=1[C:21]1[C:26]([Br:27])=[CH:25][CH:24]=[CH:23][N:22]=1)[C:6]1[C:11]([CH2:12][CH2:13][CH3:14])=[C:10](I)[N:9]=[CH:8][N:7]=1)[CH3:2].[NH2:29][NH2:30]. Product: [CH2:1]([O:3][C:4](=[O:28])[CH:5]([C:16]1[S:20][CH:19]=[CH:18][C:17]=1[C:21]1[C:26]([Br:27])=[CH:25][CH:24]=[CH:23][N:22]=1)[C:6]1[C:11]([CH2:12][CH2:13][CH3:14])=[C:10]([NH:29][NH2:30])[N:9]=[CH:8][N:7]=1)[CH3:2]. The catalyst class is: 14.